This data is from Forward reaction prediction with 1.9M reactions from USPTO patents (1976-2016). The task is: Predict the product of the given reaction. (1) Given the reactants C1(P(C2CCCCC2)C2C=CC=CC=2[C:14]2[C:19]([O:20][CH3:21])=[CH:18][CH:17]=[CH:16][C:15]=2OC)CCCCC1.COC1C=CC(B(O)O)=CC=1.Br[C:42]1[CH:43]=[C:44]([C:58]([O:60][CH3:61])=[O:59])[C:45]2[NH:46][C:47]3[CH:48]=[C:49]([O:56][CH3:57])[C:50]([Cl:55])=[CH:51][C:52]=3[C:53]=2[N:54]=1.[O-]P([O-])([O-])=O.[K+].[K+].[K+], predict the reaction product. The product is: [Cl:55][C:50]1[C:49]([O:56][CH3:57])=[CH:48][C:47]2[NH:46][C:45]3[C:44]([C:58]([O:60][CH3:61])=[O:59])=[CH:43][C:42]([C:16]4[CH:15]=[CH:14][C:19]([O:20][CH3:21])=[CH:18][CH:17]=4)=[N:54][C:53]=3[C:52]=2[CH:51]=1. (2) Given the reactants NC(C1C=CC=CC=1)CC(O)=O.COC(=O)OC.[CH3:19][S:20]([OH:23])(=[O:22])=[O:21].[CH3:24][O:25][C:26](=[O:36])[CH2:27][CH:28]([NH2:35])[C:29]1[CH:34]=[CH:33][CH:32]=[CH:31][CH:30]=1, predict the reaction product. The product is: [CH3:19][S:20]([OH:23])(=[O:22])=[O:21].[CH3:24][O:25][C:26](=[O:36])[CH2:27][CH:28]([NH2:35])[C:29]1[CH:34]=[CH:33][CH:32]=[CH:31][CH:30]=1. (3) Given the reactants [Br:1][C:2]1[C:3]([C@@H:14]([NH:24][C:25](=[O:31])[O:26][C:27]([CH3:30])([CH3:29])[CH3:28])[CH2:15][C:16]2[CH:21]=[C:20]([F:22])[CH:19]=[C:18]([F:23])[CH:17]=2)=[N:4][CH:5]=[C:6](C#CC(O)(C)C)[CH:7]=1.[CH3:32][C:33]([OH:37])([C:35]#[CH:36])[CH3:34].BrC1C([C@@H](NC(=O)OC(C)(C)C)CC2C=C(F)C=C(F)C=2)=NC(Br)=CC=1.CC(O)(C#C)C.N[C@H](C1N=C(C#CC(C)(O)C)C=CC=1Br)CC1C=C(F)C=C(F)C=1.Cl, predict the reaction product. The product is: [Br:1][C:2]1[C:3]([C@@H:14]([NH:24][C:25](=[O:31])[O:26][C:27]([CH3:29])([CH3:28])[CH3:30])[CH2:15][C:16]2[CH:21]=[C:20]([F:22])[CH:19]=[C:18]([F:23])[CH:17]=2)=[N:4][C:5]([C:36]#[C:35][C:33]([OH:37])([CH3:34])[CH3:32])=[CH:6][CH:7]=1.